This data is from Catalyst prediction with 721,799 reactions and 888 catalyst types from USPTO. The task is: Predict which catalyst facilitates the given reaction. (1) Reactant: [CH:1]1([O:4][C:5]2[CH:14]=[CH:13][C:8]([C:9]([O:11]C)=[O:10])=[CH:7][CH:6]=2)[CH2:3][CH2:2]1.CO.[OH-].[Na+].Cl. Product: [CH:1]1([O:4][C:5]2[CH:14]=[CH:13][C:8]([C:9]([OH:11])=[O:10])=[CH:7][CH:6]=2)[CH2:3][CH2:2]1. The catalyst class is: 1. (2) Reactant: [C:1]([O:5][C:6](=[O:11])[CH2:7][C:8]([CH3:10])=[O:9])([CH3:4])([CH3:3])[CH3:2].C[Mg]Cl.[CH2:15]([O:22][C:23]([N:25]1[CH2:29][CH2:28][CH2:27][CH:26]1[C:30](Cl)=[O:31])=[O:24])[C:16]1[CH:21]=[CH:20][CH:19]=[CH:18][CH:17]=1. Product: [CH2:15]([O:22][C:23]([N:25]1[CH2:29][CH2:28][CH2:27][CH:26]1[C:30](=[O:31])[CH:7]([C:6]([O:5][C:1]([CH3:4])([CH3:3])[CH3:2])=[O:11])[C:8](=[O:9])[CH3:10])=[O:24])[C:16]1[CH:21]=[CH:20][CH:19]=[CH:18][CH:17]=1. The catalyst class is: 1.